This data is from Peptide-MHC class I binding affinity with 185,985 pairs from IEDB/IMGT. The task is: Regression. Given a peptide amino acid sequence and an MHC pseudo amino acid sequence, predict their binding affinity value. This is MHC class I binding data. (1) The peptide sequence is TTAKAMEQM. The MHC is HLA-A26:01 with pseudo-sequence HLA-A26:01. The binding affinity (normalized) is 0.640. (2) The peptide sequence is RGFPRCRYV. The MHC is HLA-B08:01 with pseudo-sequence HLA-B08:01. The binding affinity (normalized) is 0. (3) The peptide sequence is LNYRWVNLS. The MHC is H-2-Kb with pseudo-sequence H-2-Kb. The binding affinity (normalized) is 0.487. (4) The peptide sequence is NECAQVLSEM. The MHC is HLA-B45:01 with pseudo-sequence HLA-B45:01. The binding affinity (normalized) is 0.214. (5) The peptide sequence is TTYMDTFFR. The MHC is HLA-A31:01 with pseudo-sequence HLA-A31:01. The binding affinity (normalized) is 0.741.